From a dataset of Forward reaction prediction with 1.9M reactions from USPTO patents (1976-2016). Predict the product of the given reaction. Given the reactants [Br:1][C:2]1[CH:3]=[C:4]([C:8]2([C:11]#N)[CH2:10][CH2:9]2)[CH:5]=[CH:6][CH:7]=1.[OH-:13].[Na+].Cl.C([OH:18])C, predict the reaction product. The product is: [Br:1][C:2]1[CH:3]=[C:4]([C:8]2([C:11]([OH:18])=[O:13])[CH2:10][CH2:9]2)[CH:5]=[CH:6][CH:7]=1.